Predict the reaction yield, written as a fraction of the theoretical maximum amount of product (1.0 means a 100% yield; for example, 0.34 means a 34% yield). From a dataset of Reaction yield outcomes from USPTO patents with 853,638 reactions. The catalyst is CN(C)C1C=CN=CC=1.ClCCl. The product is [C:39]([NH:1][C@@H:2]1[CH2:8][C@:7]2([C:17]3[CH:18]=[CH:19][CH:20]=[CH:21][CH:22]=3)[N:9]([CH2:10][C:11]3[CH:16]=[CH:15][CH:14]=[CH:13][CH:12]=3)[C@H:3]1[CH2:4][CH2:5][C@H:6]2[O:23][CH2:24][C:25]1[CH:26]=[C:27]([C:35]([F:38])([F:36])[F:37])[CH:28]=[C:29]([C:31]([F:32])([F:33])[F:34])[CH:30]=1)(=[O:41])[CH3:40]. The reactants are [NH2:1][C@@H:2]1[CH2:8][C@:7]2([C:17]3[CH:22]=[CH:21][CH:20]=[CH:19][CH:18]=3)[N:9]([CH2:10][C:11]3[CH:16]=[CH:15][CH:14]=[CH:13][CH:12]=3)[C@H:3]1[CH2:4][CH2:5][C@H:6]2[O:23][CH2:24][C:25]1[CH:30]=[C:29]([C:31]([F:34])([F:33])[F:32])[CH:28]=[C:27]([C:35]([F:38])([F:37])[F:36])[CH:26]=1.[C:39](O)(=[O:41])[CH3:40].C(N(CC)CC)C.Cl.CN(C)CCCN=C=NCC. The yield is 0.750.